The task is: Predict the reaction yield, written as a fraction of the theoretical maximum amount of product (1.0 means a 100% yield; for example, 0.34 means a 34% yield).. This data is from Reaction yield outcomes from USPTO patents with 853,638 reactions. The yield is 0.660. The catalyst is CC(C)=O.C(Cl)Cl. The reactants are [CH3:1][N:2]1[C:22](=[O:23])[CH2:21][NH:20][C:18](=[O:19])[CH:17]([NH:24][C:25]([C:27]2[C:36]([OH:37])=[CH:35][C:34]3[C:29](=[CH:30][CH:31]=[CH:32][CH:33]=3)[N:28]=2)=[O:26])[CH2:16][S:15][C:13](=[O:14])[CH:12]([CH2:38]SC)[N:11]([CH3:41])[C:9](=[O:10])[CH:8]2[N:42]([CH3:76])[C:43]([CH2:45][NH:46][C:47]([CH:49]([NH:62][C:63]([C:65]3[C:74]([OH:75])=[CH:73][C:72]4[C:67](=[CH:68][CH:69]=[CH:70][CH:71]=4)[N:66]=3)=[O:64])[CH2:50][S:51][C:52]([CH:54]([CH2:59]SC)[N:55]([CH3:58])[C:56](=[O:57])[CH:3]1[CH2:4][S:5][S:6][CH2:7]2)=[O:53])=[O:48])=[O:44].C(Cl)(Cl)Cl.CCOC(C)=O.CC(O)=O. The product is [CH3:1][N:2]1[C:22](=[O:23])[CH2:21][NH:20][C:18](=[O:19])[CH:17]([NH:24][C:25]([C:27]2[C:36]([OH:37])=[CH:35][C:34]3[C:29](=[CH:30][CH:31]=[CH:32][CH:33]=3)[N:28]=2)=[O:26])[CH2:16][S:15][C:13](=[O:14])[C:12](=[CH2:38])[N:11]([CH3:41])[C:9](=[O:10])[CH:8]2[N:42]([CH3:76])[C:43]([CH2:45][NH:46][C:47]([CH:49]([NH:62][C:63]([C:65]3[C:74]([OH:75])=[CH:73][C:72]4[C:67](=[CH:68][CH:69]=[CH:70][CH:71]=4)[N:66]=3)=[O:64])[CH2:50][S:51][C:52]([C:54]([N:55]([CH3:58])[C:56](=[O:57])[CH:3]1[CH2:4][S:5][S:6][CH2:7]2)=[CH2:59])=[O:53])=[O:48])=[O:44].